This data is from Reaction yield outcomes from USPTO patents with 853,638 reactions. The task is: Predict the reaction yield, written as a fraction of the theoretical maximum amount of product (1.0 means a 100% yield; for example, 0.34 means a 34% yield). The reactants are [CH3:1][C:2]1[C:6]([C:7]2[CH:16]=[C:15]3[C:10]([C:11]([NH:18][CH:19]([CH3:23])[CH2:20][O:21][CH3:22])=[C:12]([NH2:17])[CH:13]=[N:14]3)=[CH:9][C:8]=2[O:24][CH3:25])=[C:5]([CH3:26])[O:4][N:3]=1.[N:27]([CH2:30][CH2:31][N:32]1[CH2:37][CH2:36][O:35][CH2:34][CH2:33]1)=[C:28]=S. No catalyst specified. The product is [CH3:1][C:2]1[C:6]([C:7]2[C:8]([O:24][CH3:25])=[CH:9][C:10]3[C:11]4[N:18]([CH:19]([CH3:23])[CH2:20][O:21][CH3:22])[C:28]([NH:27][CH2:30][CH2:31][N:32]5[CH2:37][CH2:36][O:35][CH2:34][CH2:33]5)=[N:17][C:12]=4[CH:13]=[N:14][C:15]=3[CH:16]=2)=[C:5]([CH3:26])[O:4][N:3]=1. The yield is 0.460.